Dataset: Catalyst prediction with 721,799 reactions and 888 catalyst types from USPTO. Task: Predict which catalyst facilitates the given reaction. (1) Reactant: Br[C:2]1[C:3]([F:23])=[CH:4][C:5]2[C:6]3[CH2:15][N:14]([C:16]([O:18][C:19]([CH3:22])([CH3:21])[CH3:20])=[O:17])[CH2:13][CH2:12][C:7]=3[N:8]([CH3:11])[C:9]=2[CH:10]=1.[CH2:24]([O:31][C:32]1[CH:37]=[CH:36][NH:35][C:34](=[O:38])[CH:33]=1)[C:25]1[CH:30]=[CH:29][CH:28]=[CH:27][CH:26]=1.C([O-])([O-])=O.[Cs+].[Cs+].OC1C=CC=C2C=1N=CC=C2. Product: [CH2:24]([O:31][C:32]1[CH:37]=[CH:36][N:35]([C:2]2[C:3]([F:23])=[CH:4][C:5]3[C:6]4[CH2:15][N:14]([C:16]([O:18][C:19]([CH3:22])([CH3:21])[CH3:20])=[O:17])[CH2:13][CH2:12][C:7]=4[N:8]([CH3:11])[C:9]=3[CH:10]=2)[C:34](=[O:38])[CH:33]=1)[C:25]1[CH:26]=[CH:27][CH:28]=[CH:29][CH:30]=1. The catalyst class is: 846. (2) Reactant: Br[CH2:2][C:3]1[CH:13]=[CH:12][C:6]([C:7]([O:9][CH2:10][CH3:11])=[O:8])=[C:5]([Cl:14])[CH:4]=1.[C-:15]#[N:16].[K+].C(O)C. Product: [Cl:14][C:5]1[CH:4]=[C:3]([CH2:2][C:15]#[N:16])[CH:13]=[CH:12][C:6]=1[C:7]([O:9][CH2:10][CH3:11])=[O:8]. The catalyst class is: 6.